This data is from Forward reaction prediction with 1.9M reactions from USPTO patents (1976-2016). The task is: Predict the product of the given reaction. (1) The product is: [CH3:1][C:2]1[C:6]([CH3:7])=[C:5]([NH:8][C:9]([N:34]2[CH2:35][CH2:36][N:31]([C:29]3[CH:28]=[CH:27][N:26]=[C:25]([C:19]4[CH:24]=[CH:23][CH:22]=[CH:21][CH:20]=4)[N:30]=3)[CH2:32][CH2:33]2)=[O:16])[O:4][N:3]=1. Given the reactants [CH3:1][C:2]1[C:6]([CH3:7])=[C:5]([NH:8][C:9](=[O:16])OCC(Cl)(Cl)Cl)[O:4][N:3]=1.Cl.Cl.[C:19]1([C:25]2[N:30]=[C:29]([N:31]3[CH2:36][CH2:35][NH:34][CH2:33][CH2:32]3)[CH:28]=[CH:27][N:26]=2)[CH:24]=[CH:23][CH:22]=[CH:21][CH:20]=1, predict the reaction product. (2) Given the reactants [H-].[Na+].CN(C)C=O.[CH3:8][C:9]1[O:13][C:12]([C:14]2[CH:19]=[CH:18][CH:17]=[CH:16][CH:15]=2)=[N:11][C:10]=1[CH2:20][O:21][C:22]1[CH:42]=[CH:41][C:25]([CH2:26][N:27]2[C:39]3[CH:38]=[CH:37][CH:36]=[C:35]([OH:40])[C:34]=3[C:33]3[C:28]2=[CH:29][CH:30]=[CH:31][CH:32]=3)=[CH:24][C:23]=1[O:43][CH3:44].Br[C@H:46]([CH2:52][CH3:53])[C:47]([O:49][CH2:50][CH3:51])=[O:48], predict the reaction product. The product is: [CH3:44][O:43][C:23]1[CH:24]=[C:25]([CH:41]=[CH:42][C:22]=1[O:21][CH2:20][C:10]1[N:11]=[C:12]([C:14]2[CH:15]=[CH:16][CH:17]=[CH:18][CH:19]=2)[O:13][C:9]=1[CH3:8])[CH2:26][N:27]1[C:39]2[CH:38]=[CH:37][CH:36]=[C:35]([O:40][C@@H:46]([CH2:52][CH3:53])[C:47]([O:49][CH2:50][CH3:51])=[O:48])[C:34]=2[C:33]2[C:28]1=[CH:29][CH:30]=[CH:31][CH:32]=2. (3) Given the reactants [NH2:1][CH:2]([C:7]([NH:10][C:11]([O:13][C:14]([CH3:17])([CH3:16])[CH3:15])=[O:12])([CH3:9])[CH3:8])[C:3]([O:5][CH3:6])=[O:4].C([O-])([O-])=O.[K+].[K+].[OH:24][CH2:25][CH:26]([CH3:40])[C:27]#[C:28][C:29]#[C:30][C:31]1[CH:39]=[CH:38][C:34]([C:35](O)=[O:36])=[CH:33][CH:32]=1.CCN(C(C)C)C(C)C.CN(C(ON1N=NC2C=CC=NC1=2)=[N+](C)C)C.F[P-](F)(F)(F)(F)F, predict the reaction product. The product is: [C:14]([O:13][C:11]([NH:10][C:7]([CH3:9])([CH3:8])[CH:2]([NH:1][C:35](=[O:36])[C:34]1[CH:38]=[CH:39][C:31]([C:30]#[C:29][C:28]#[C:27][CH:26]([CH3:40])[CH2:25][OH:24])=[CH:32][CH:33]=1)[C:3]([O:5][CH3:6])=[O:4])=[O:12])([CH3:17])([CH3:16])[CH3:15].